From a dataset of Full USPTO retrosynthesis dataset with 1.9M reactions from patents (1976-2016). Predict the reactants needed to synthesize the given product. (1) Given the product [Br:36][CH2:21][C:19]1[CH:20]=[C:11]([C:5]2[CH:6]=[N:7][C:8]([O:9][CH3:10])=[C:3]([O:2][CH3:1])[CH:4]=2)[CH:12]=[C:13]([CH3:22])[C:14]=1[C:15]([O:17][CH3:18])=[O:16], predict the reactants needed to synthesize it. The reactants are: [CH3:1][O:2][C:3]1[CH:4]=[C:5]([C:11]2[CH:20]=[C:19]([CH3:21])[C:14]([C:15]([O:17][CH3:18])=[O:16])=[C:13]([CH3:22])[CH:12]=2)[CH:6]=[N:7][C:8]=1[O:9][CH3:10].C([O-])([O-])=O.[K+].[K+].C1C(=O)N([Br:36])C(=O)C1.C(OOC(=O)C1C=CC=CC=1)(=O)C1C=CC=CC=1. (2) Given the product [N:17]1([C:20]([O:22][C:23]([CH3:25])([CH3:26])[CH3:24])=[O:21])[CH2:16][CH2:15][C:14]2([C:5]3[CH:4]=[N:32][NH:31][C:6]=3[C:7]3[CH:8]=[CH:9][CH:10]=[CH:11][C:12]=3[O:13]2)[CH2:19][CH2:18]1, predict the reactants needed to synthesize it. The reactants are: C(O[CH:4](OCC)[CH:5]1[C:14]2([CH2:19][CH2:18][N:17]([C:20]([O:22][C:23]([CH3:26])([CH3:25])[CH3:24])=[O:21])[CH2:16][CH2:15]2)[O:13][C:12]2[C:7](=[CH:8][CH:9]=[CH:10][CH:11]=2)[C:6]1=O)C.[NH2:31][NH2:32].Cl. (3) The reactants are: C[Al](C)C.[CH:5]1([CH2:8][NH:9][CH2:10][CH2:11][CH3:12])[CH2:7][CH2:6]1.C(O[C:16]([C:18]1[N:22]2[C:23]3[CH:24]=[C:25]([F:39])[CH:26]=[CH:27][C:28]=3[N:29]([C:30]3[C:35]([CH3:36])=[CH:34][C:33]([CH3:37])=[CH:32][C:31]=3[CH3:38])[C:21]2=[N:20][C:19]=1[CH3:40])=[O:17])C.[OH-].[Na+]. Given the product [CH:5]1([CH2:8][N:9]([CH2:10][CH2:11][CH3:12])[C:16]([C:18]2[N:22]3[C:23]4[CH:24]=[C:25]([F:39])[CH:26]=[CH:27][C:28]=4[N:29]([C:30]4[C:35]([CH3:36])=[CH:34][C:33]([CH3:37])=[CH:32][C:31]=4[CH3:38])[C:21]3=[N:20][C:19]=2[CH3:40])=[O:17])[CH2:7][CH2:6]1, predict the reactants needed to synthesize it. (4) The reactants are: [NH:1]1[C:9]2[C:4](=[CH:5][CH:6]=[CH:7][CH:8]=2)[CH:3]=[CH:2]1.[C:10]([O:20][CH3:21])(=[O:19])/[CH:11]=[CH:12]/[C:13]1[CH:18]=[CH:17][CH:16]=[CH:15][CH:14]=1.[H-].[Na+].O. Given the product [CH3:21][O:20][C:10](=[O:19])[CH2:11][CH:12]([N:1]1[C:9]2[C:4](=[CH:5][CH:6]=[CH:7][CH:8]=2)[CH:3]=[CH:2]1)[C:13]1[CH:14]=[CH:15][CH:16]=[CH:17][CH:18]=1, predict the reactants needed to synthesize it. (5) Given the product [CH2:21]([O:28][CH2:29][CH2:30][O:31][C:2]1[CH:7]=[CH:6][C:5]([N+:8]([O-:10])=[O:9])=[CH:4][C:3]=1[C:11]([F:14])([F:13])[F:12])[C:22]1[CH:27]=[CH:26][CH:25]=[CH:24][CH:23]=1, predict the reactants needed to synthesize it. The reactants are: F[C:2]1[CH:7]=[CH:6][C:5]([N+:8]([O-:10])=[O:9])=[CH:4][C:3]=1[C:11]([F:14])([F:13])[F:12].C([O-])([O-])=O.[K+].[K+].[CH2:21]([O:28][CH2:29][CH2:30][OH:31])[C:22]1[CH:27]=[CH:26][CH:25]=[CH:24][CH:23]=1.CC(=O)OCC. (6) Given the product [CH3:1][O:2][C:3](=[O:23])[C@@H:4]([N:16]1[C:17]([CH3:22])=[CH:18][C:19]([C:24](=[O:26])[CH3:25])=[C:20]1[CH3:21])[CH2:5][C:6]1[CH:7]=[CH:8][C:9]([O:12][C:13](=[O:15])[CH3:14])=[CH:10][CH:11]=1, predict the reactants needed to synthesize it. The reactants are: [CH3:1][O:2][C:3](=[O:23])[CH:4]([N:16]1[C:20]([CH3:21])=[CH:19][CH:18]=[C:17]1[CH3:22])[CH2:5][C:6]1[CH:11]=[CH:10][C:9]([O:12][C:13](=[O:15])[CH3:14])=[CH:8][CH:7]=1.[C:24](Cl)(=[O:26])[CH3:25].FC(F)(F)S(O)(=O)=O. (7) Given the product [CH3:15][O:16][C:17]1[CH:22]=[CH:21][CH:20]=[CH:19][C:18]=1[C:2]1[CH:11]=[CH:10][C:5]([C:6]([O:8][CH3:9])=[O:7])=[C:4]([N+:12]([O-:14])=[O:13])[CH:3]=1, predict the reactants needed to synthesize it. The reactants are: Cl[C:2]1[CH:11]=[CH:10][C:5]([C:6]([O:8][CH3:9])=[O:7])=[C:4]([N+:12]([O-:14])=[O:13])[CH:3]=1.[CH3:15][O:16][C:17]1[CH:22]=[CH:21][CH:20]=[CH:19][C:18]=1B(O)O.[F-].[Cs+].O. (8) Given the product [Br:44][C:41]1[CH:42]=[CH:43][C:38]([NH:37][C:36](=[O:45])[CH:25]([C:22]2[CH:23]=[CH:24][C:19](/[CH:18]=[CH:17]/[C:16](=[O:46])[NH:15][C:10]3[CH:11]=[CH:12][CH:13]=[CH:14][C:9]=3[NH2:8])=[CH:20][N:21]=2)[CH2:26][CH2:27][CH2:28][N:29]2[CH2:34][C@@H:33]3[CH2:35][C@H:30]2[CH2:31][O:32]3)=[CH:39][CH:40]=1, predict the reactants needed to synthesize it. The reactants are: Cl.C(OC(=O)[NH:8][C:9]1[CH:14]=[CH:13][CH:12]=[CH:11][C:10]=1[NH:15][C:16](=[O:46])/[CH:17]=[CH:18]/[C:19]1[CH:20]=[N:21][C:22]([CH:25]([C:36](=[O:45])[NH:37][C:38]2[CH:43]=[CH:42][C:41]([Br:44])=[CH:40][CH:39]=2)[CH2:26][CH2:27][CH2:28][N:29]2[CH2:34][C@@H:33]3[CH2:35][C@H:30]2[CH2:31][O:32]3)=[CH:23][CH:24]=1)(C)(C)C.C([O-])(O)=O.[Na+].